From a dataset of Experimentally validated miRNA-target interactions with 360,000+ pairs, plus equal number of negative samples. Binary Classification. Given a miRNA mature sequence and a target amino acid sequence, predict their likelihood of interaction. (1) The miRNA is hsa-miR-520d-3p with sequence AAAGUGCUUCUCUUUGGUGGGU. The protein sequence of the target gene is MVLAAPLLLGFLLLALELRPRGEAAEGPAAAAAAAAAAAAAGVGGERSSRPAPSVAPEPDGCPVCVWRQHSRELRLESIKSQILSKLRLKEAPNISREVVKQLLPKAPPLQQILDLHDFQGDALQPEDFLEEDEYHATTETVISMAQETDPAVQTDGSPLCCHFHFSPKVMFTKVLKAQLWVYLRPVPRPATVYLQILRLKPLTGEGTAGGGGGGRRHIRIRSLKIELHSRSGHWQSIDFKQVLHSWFRQPQSNWGIEINAFDPSGTDLAVTSLGPGAEGLHPFMELRVLENTKRSRRNL.... Result: 1 (interaction). (2) The miRNA is ath-miR396b-5p with sequence UUCCACAGCUUUCUUGAACUU. The protein sequence of the target gene is MGTEKESPEPDCQKQFQAAVSVIQNLPKNGSYRPSYEEMLRFYSYYKQATMGPCLVPRPGFWDPIGRYKWDAWNSLGKMSREEAMSAYITEMKLVAQKVIDTVPLGEVAEDMFGYFEPLYQVIPDMPRPPETFLRRVTGWKEQVVNGDVGAVSEPPCLPKEPAPPSPESHSPRDLDSEVFCDSLEQLEPELSSGQHLEESVIPGTAPCPPQRKRGCGAARRGPRSWTCGCWGQFEHYRRACRRCRRGCRAWRACPGPLSSLTLSVRLE. Result: 0 (no interaction). (3) The miRNA is hsa-miR-4288 with sequence UUGUCUGCUGAGUUUCC. The protein sequence of the target gene is MLSNLHELLPNHLMETLYSRKSEEDKKKCENPELSGLERILARHQLPKEINLTPKPNRMPPWKRKIINNVTDGWKKCHLLKRNTKEPPMSTIVVRKLIQKNVPRRHSLRNTSRKLRNLPTTAKGTQTGKSQCLLGISEPT. Result: 0 (no interaction). (4) The miRNA is hsa-miR-4720-5p with sequence CCUGGCAUAUUUGGUAUAACUU. The protein sequence of the target gene is MRIFIAFEGSFEAFDVEAHTSVGAIKQMIKDYFHIPLSEDKQGRWYLELMYAGAALRNSWSLSDVGISFCSTLKCFVKKEDKPTLYVFNAVTQEMMPIMENMSLLDKKVSDLRMLVTLRCGFPVSVYCLRTPTGLEMYDCNTLKDYQTDIGTTLRLDVWDGWKEFLMGCLLGQKPKVQHYLSKEGPVLKYGS. Result: 0 (no interaction). (5) The miRNA is hsa-miR-605-5p with sequence UAAAUCCCAUGGUGCCUUCUCCU. The protein sequence of the target gene is MTATLRPYLSAVRATLQAALCLENFSSQVVERHNKPEVEVRSSKELLLQPVTISRNEKEKVLIEGSINSVRVSIAVKQADEIEKILCHKFMRFMMMRAENFFILRRKPVEGYDISFLITNFHTEQMYKHKLVDFVIHFMEEIDKEISEMKLSVNARARIVAEEFLKNF. Result: 0 (no interaction).